Dataset: Forward reaction prediction with 1.9M reactions from USPTO patents (1976-2016). Task: Predict the product of the given reaction. (1) Given the reactants [CH2:1]([N:8]1[CH2:13][CH2:12][CH:11]([OH:14])[CH:10]([CH3:15])[CH2:9]1)[C:2]1[CH:7]=[CH:6][CH:5]=[CH:4][CH:3]=1.C(N(CC)CC)C.[CH3:23][C:24]([CH3:29])([CH3:28])[C:25](Cl)=[O:26], predict the reaction product. The product is: [CH2:1]([N:8]1[CH2:13][CH2:12][C@@H:11]([O:14][C:25](=[O:26])[C:24]([CH3:29])([CH3:28])[CH3:23])[C@H:10]([CH3:15])[CH2:9]1)[C:2]1[CH:3]=[CH:4][CH:5]=[CH:6][CH:7]=1. (2) Given the reactants P(Cl)(Cl)(Cl)=O.ClC1[N+]([O-])=NC([O:14][C:15]2[C:20]([CH:21]=[CH2:22])=[C:19](C)[CH:18]=[C:17](C)[C:16]=2C)=CC=1.[Cl:26][C:27]1N=[N+]([O-])C(OC2C(C=C)=C(C)C=C(C)C=2C)=[CH:31][CH:32]=1, predict the reaction product. The product is: [Cl:26][CH2:27][CH2:32][CH2:31][CH:22]1[CH2:21][C:20]2[C:19]1=[CH:18][CH:17]=[CH:16][C:15]=2[OH:14]. (3) Given the reactants Br[C:2]1[CH:11]=[CH:10][C:9]2[N:8]=[CH:7][C:6]3[N:12]([CH3:23])[C:13](=[O:22])[N:14]([C:15]4[C:16]([CH3:21])=[N:17][N:18]([CH3:20])[CH:19]=4)[C:5]=3[C:4]=2[CH:3]=1.[CH2:24]([N:26]([CH2:42][CH3:43])[C:27]1[CH:28]=[N:29][CH:30]=[C:31](B2OC(C)(C)C(C)(C)O2)[CH:32]=1)[CH3:25], predict the reaction product. The product is: [CH2:42]([N:26]([CH2:24][CH3:25])[C:27]1[CH:32]=[C:31]([C:2]2[CH:11]=[CH:10][C:9]3[N:8]=[CH:7][C:6]4[N:12]([CH3:23])[C:13](=[O:22])[N:14]([C:15]5[C:16]([CH3:21])=[N:17][N:18]([CH3:20])[CH:19]=5)[C:5]=4[C:4]=3[CH:3]=2)[CH:30]=[N:29][CH:28]=1)[CH3:43]. (4) The product is: [CH:1]1([NH:7][C:8]2[CH:13]=[CH:12][CH:11]=[CH:10][C:9]=2[C:14](=[C:28]2[CH2:29][CH2:30][NH:31][CH2:32][CH2:33]2)[C:15]2[CH:16]=[CH:17][C:18]([C:19]([N:21]([CH2:24][CH3:25])[CH2:22][CH3:23])=[O:20])=[CH:26][CH:27]=2)[CH2:34][CH2:2][CH2:3][CH2:4][CH2:5][CH2:6]1. Given the reactants [CH:1]1([NH:7][C:8]2[CH:13]=[CH:12][CH:11]=[CH:10][C:9]=2[C:14](=[C:28]2[CH2:33][CH2:32][NH:31][CH2:30][CH2:29]2)[C:15]2[CH:27]=[CH:26][C:18]([C:19]([N:21]([CH2:24][CH3:25])[CH2:22][CH3:23])=[O:20])=[CH:17][CH:16]=2)[CH2:6][CH2:5][CH2:4][CH2:3][CH2:2]1.[CH3:34]C(OC(N1CCC(=C(C2C=CC=CC=2N)C2C=CC(C(N(CC)CC)=O)=CC=2)CC1)=O)(C)C.C1(=O)CCCCCC1.C(O)(C(F)(F)F)=O, predict the reaction product. (5) Given the reactants [Cl:1][C:2]1[CH:9]=[CH:8][C:5]([C:6]#[N:7])=[C:4](F)[CH:3]=1.[CH2:11]([O:13][C:14]1[CH:15]=[C:16]([CH:19]=[CH:20][C:21]=1[OH:22])[CH:17]=[O:18])[CH3:12].C(=O)([O-])[O-].[Cs+].[Cs+].O, predict the reaction product. The product is: [Cl:1][C:2]1[CH:9]=[CH:8][C:5]([C:6]#[N:7])=[C:4]([O:22][C:21]2[CH:20]=[CH:19][C:16]([CH:17]=[O:18])=[CH:15][C:14]=2[O:13][CH2:11][CH3:12])[CH:3]=1. (6) The product is: [CH:1]([N:4]([C:20]([C@H:22]1[CH2:27][CH2:26][C@H:25]([CH3:28])[CH2:24][CH2:23]1)=[O:21])[C:5]1[S:6][C:7]([CH:14]2[CH2:19][CH2:18][N:17]([C:38]([NH:37][CH3:36])=[S:39])[CH2:16][CH2:15]2)=[CH:8][C:9]=1[C:10]([O:12][CH3:13])=[O:11])([CH3:3])[CH3:2]. Given the reactants [CH:1]([N:4]([C:20]([C@H:22]1[CH2:27][CH2:26][C@H:25]([CH3:28])[CH2:24][CH2:23]1)=[O:21])[C:5]1[S:6][C:7]([CH:14]2[CH2:19][CH2:18][NH:17][CH2:16][CH2:15]2)=[CH:8][C:9]=1[C:10]([O:12][CH3:13])=[O:11])([CH3:3])[CH3:2].C(N(CC)CC)C.[CH3:36][N:37]=[C:38]=[S:39].C(#N)C.O, predict the reaction product. (7) Given the reactants [NH:1]1[C:9]2[C:4](=[CH:5][CH:6]=[CH:7][CH:8]=2)[C:3]([C:10]([O:12]CC)=O)=[N:2]1.[NH3:15], predict the reaction product. The product is: [NH:1]1[C:9]2[C:4](=[CH:5][CH:6]=[CH:7][CH:8]=2)[C:3]([C:10]([NH2:15])=[O:12])=[N:2]1. (8) The product is: [F:15][C:13]([F:14])([F:16])[C:10]1[CH:9]=[CH:8][C:7]([C:5]2[S:4][C:3]([CH2:17][OH:18])=[CH:2][CH:6]=2)=[CH:12][CH:11]=1. Given the reactants C[C:2]1[CH:6]=[C:5]([C:7]2[CH:12]=[CH:11][C:10]([C:13]([F:16])([F:15])[F:14])=[CH:9][CH:8]=2)[S:4][C:3]=1[CH:17]=[O:18].[Li+].[BH4-], predict the reaction product.